Dataset: Drug-target binding data from BindingDB using Ki measurements. Task: Regression. Given a target protein amino acid sequence and a drug SMILES string, predict the binding affinity score between them. We predict pKi (pKi = -log10(Ki in M); higher means stronger inhibition). Dataset: bindingdb_ki. (1) The compound is CCCCCNC(=O)[C@H](Cc1ccc(OS(=O)(=O)O)cc1)NC(=O)CCC(=O)O. The target protein (P20417) has sequence MEMEKEFEQIDKAGNWAAIYQDIRHEASDFPCRIAKLPKNKNRNRYRDVSPFDHSRIKLHQEDNDYINASLIKMEEAQRSYILTQGPLPNTCGHFWEMVWEQKSRGVVMLNRIMEKGSLKCAQYWPQKEEKEMVFDDTNLKLTLISEDVKSYYTVRQLELENLATQEAREILHFHYTTWPDFGVPESPASFLNFLFKVRESGSLSPEHGPIVVHCSAGIGRSGTFCLADTCLLLMDKRKDPSSVDIKKVLLEMRRFRMGLIQTADQLRFSYLAVIEGAKFIMGDSSVQDQWKELSHEDLEPPPEHVPPPPRPPKRTLEPHNGKCKELFSNHQWVSEESCEDEDILAREESRAPSIAVHSMSSMSQDTEVRKRMVGGGLQSAQASVPTEEELSPTEEEQKAHRPVHWKPFLVNVCMATALATGAYLCYRVCFH. The pKi is 4.5. (2) The drug is CCCCC/C=C\C/C=C\C/C=C\C/C=C\CCCC(=O)O. The target protein sequence is MATVQQLEGRWRLVDSKGFDEYMKELGVGIALRKAGAMAKPDCIITCDGKNLTIKTESTAKTTQFSCTLGEKFEETTADGRKTQTVCNFTDGALVQHQEWDGKESTITRKLKDGKLVVECVMNNVTCTRIYEKVE. The pKi is 5.3. (3) The small molecule is CCOC(=O)CNC(=O)Nc1cccc(C[C@H]2C[C@H](Cc3ccccc3)N(C[C@@H](O)C[C@@H](Cc3ccccc3)C(=O)N[C@H]3c4ccccc4C[C@H]3O)C2=O)c1. The target protein sequence is PQITLWKRPLVTIKIGGQLKEALLDTGADDTVIEEMSLPGRWKPKMIGGIGGFIKVRQYDQIIIEIAGHKAIGTVLVGPTPVNIIGRNLLTQIGATLNF. The pKi is 9.7. (4) The compound is [C-]#N. The target protein sequence is MKKTFLIALALTASLIGAENAKWDYKNKENGPHRWDKLHKDFEVCKSGKSQSPINIEHYYHTQDKADLQFKYAASKPKAVFFTHHTLKASFEPTNHINYRGHDYVLDNVHFHAPMEFLINNKTRPLSAHFVHKDAKGRLLVLAIGFEEGKENPNLDPILEGIQKKQNFKEVALDAFLPKSINYYHFNGSLTAPPCTEGVAWFVVEEPLEVSAKQLAEIKKRMKNSPNQRPVQPDYNTVIIKRSAETR. The pKi is 3.1.